From a dataset of Reaction yield outcomes from USPTO patents with 853,638 reactions. Predict the reaction yield, written as a fraction of the theoretical maximum amount of product (1.0 means a 100% yield; for example, 0.34 means a 34% yield). (1) The reactants are [F:1][C:2]1[CH:7]=[C:6]([O:8][C:9]2[CH:14]=[CH:13][N:12]=[C:11]([C:15]3[CH:16]=[N:17][N:18]([CH3:20])[CH:19]=3)[CH:10]=2)[C:5]([F:21])=[CH:4][C:3]=1[NH:22][C:23]([C:25]1[C:26](=[O:39])[N:27]([C:32]2[CH:37]=[CH:36][C:35]([F:38])=[CH:34][CH:33]=2)[CH:28]=[CH:29][C:30]=1I)=[O:24].[CH3:40][NH2:41]. No catalyst specified. The product is [F:1][C:2]1[CH:7]=[C:6]([O:8][C:9]2[CH:14]=[CH:13][N:12]=[C:11]([C:15]3[CH:16]=[N:17][N:18]([CH3:20])[CH:19]=3)[CH:10]=2)[C:5]([F:21])=[CH:4][C:3]=1[NH:22][C:23]([C:25]1[C:26](=[O:39])[N:27]([C:32]2[CH:37]=[CH:36][C:35]([F:38])=[CH:34][CH:33]=2)[CH:28]=[CH:29][C:30]=1[NH:41][CH3:40])=[O:24]. The yield is 0.360. (2) The reactants are Cl.[Br:2][C:3]1[C:7]2=[N:8][CH:9]=[C:10]([C:12]([OH:14])=O)[CH:11]=[C:6]2[NH:5][CH:4]=1.Cl.[C:16]([N:20]1[CH:33]=[C:32]2[C:22]([C:23](=[O:34])[CH2:24][C:25]3([CH2:31]2)[CH2:30][CH2:29][NH:28][CH2:27][CH2:26]3)=[N:21]1)([CH3:19])([CH3:18])[CH3:17].C(N(CC)CC)C.ON1C2C=CC=CC=2N=N1.Cl.CN(C)CCCN=C=NCC. The catalyst is ClCCl.C(OCC)(=O)C.CN(C)C=O. The product is [Br:2][C:3]1[C:7]2=[N:8][CH:9]=[C:10]([C:12]([N:28]3[CH2:27][CH2:26][C:25]4([CH2:24][C:23](=[O:34])[C:22]5[C:32](=[CH:33][N:20]([C:16]([CH3:19])([CH3:18])[CH3:17])[N:21]=5)[CH2:31]4)[CH2:30][CH2:29]3)=[O:14])[CH:11]=[C:6]2[NH:5][CH:4]=1. The yield is 0.710.